From a dataset of Reaction yield outcomes from USPTO patents with 853,638 reactions. Predict the reaction yield, written as a fraction of the theoretical maximum amount of product (1.0 means a 100% yield; for example, 0.34 means a 34% yield). (1) The reactants are [C:1]([O:7][CH2:8][CH3:9])(=[O:6])[CH2:2][C:3]([CH3:5])=O.[CH:10](=O)[C:11]1[CH:16]=[CH:15][CH:14]=[CH:13][CH:12]=1.[NH4+:18].[OH-:19]. The catalyst is CCO.C(Cl)Cl. The product is [CH3:5][C:3]1[NH:18][C:3]([CH3:5])=[C:2]([C:1]([O:7][CH2:8][CH3:9])=[O:19])[CH:10]([C:11]2[CH:16]=[CH:15][CH:14]=[CH:13][CH:12]=2)[C:2]=1[C:1]([O:7][CH2:8][CH3:9])=[O:6]. The yield is 0.620. (2) The reactants are [OH:1][C:2]1[CH:6]=[C:5]([C:7]([F:10])([F:9])[F:8])[S:4][C:3]=1[C:11]([O:13][CH3:14])=[O:12].N1C=CN=C1.[Si:20](Cl)([C:23]([CH3:26])([CH3:25])[CH3:24])([CH3:22])[CH3:21]. The catalyst is CN(C)C=O. The product is [Si:20]([O:1][C:2]1[CH:6]=[C:5]([C:7]([F:10])([F:8])[F:9])[S:4][C:3]=1[C:11]([O:13][CH3:14])=[O:12])([C:23]([CH3:26])([CH3:25])[CH3:24])([CH3:22])[CH3:21]. The yield is 0.900.